From a dataset of Forward reaction prediction with 1.9M reactions from USPTO patents (1976-2016). Predict the product of the given reaction. Given the reactants [CH3:1]S(OCC1CCN(C(OC(C)(C)C)=O)CC1)(=O)=O.C([S-])CC.[Na+].F[C:26](F)(F)[CH2:27][S:28][CH2:29][CH:30]1[CH2:35][CH2:34][N:33]([C:36]([O:38][C:39]([CH3:42])([CH3:41])[CH3:40])=[O:37])[CH2:32][CH2:31]1, predict the reaction product. The product is: [CH3:26][CH:27]([S:28][CH2:29][CH:30]1[CH2:35][CH2:34][N:33]([C:36]([O:38][C:39]([CH3:42])([CH3:41])[CH3:40])=[O:37])[CH2:32][CH2:31]1)[CH3:1].